Dataset: Full USPTO retrosynthesis dataset with 1.9M reactions from patents (1976-2016). Task: Predict the reactants needed to synthesize the given product. (1) Given the product [Br:1][C:2]1[N:3]([C:12]2[C:21]3[C:16](=[CH:17][CH:18]=[CH:19][CH:20]=3)[C:15]([CH:22]3[CH2:24][CH2:23]3)=[CH:14][CH:13]=2)[C:4]([S:7][CH2:8][C:9]([NH:28][OH:25])=[O:11])=[N:5][N:6]=1, predict the reactants needed to synthesize it. The reactants are: [Br:1][C:2]1[N:3]([C:12]2[C:21]3[C:16](=[CH:17][CH:18]=[CH:19][CH:20]=3)[C:15]([CH:22]3[CH2:24][CH2:23]3)=[CH:14][CH:13]=2)[C:4]([S:7][CH2:8][C:9]([OH:11])=O)=[N:5][N:6]=1.[OH-:25].[Na+].O[NH2:28].O. (2) The reactants are: [C:1]([O:8][CH2:9][CH3:10])(=[O:7])[C:2]([O:4]CC)=O.CC[O-].[Na+].[CH:15]1([N:18]([CH2:21][C:22]([O:24][CH2:25][CH3:26])=[O:23])[CH:19]=[O:20])[CH2:17][CH2:16]1.[Na+].[Cl-]. Given the product [CH:15]1([N:18](/[C:21](=[C:2](\[OH:4])/[C:1]([O:8][CH2:9][CH3:10])=[O:7])/[C:22]([O:24][CH2:25][CH3:26])=[O:23])[CH:19]=[O:20])[CH2:16][CH2:17]1, predict the reactants needed to synthesize it.